From a dataset of Catalyst prediction with 721,799 reactions and 888 catalyst types from USPTO. Predict which catalyst facilitates the given reaction. (1) Product: [Br:1][C:16]1[C:17]([C:18]#[N:19])=[C:13]([C:11]([OH:10])=[O:12])[NH:14][C:15]=1[CH2:20][CH3:21]. The catalyst class is: 2. Reactant: [Br:1]N1C(=O)CCC1=O.C[O:10][C:11]([C:13]1[NH:14][C:15]([CH2:20][CH3:21])=[CH:16][C:17]=1[C:18]#[N:19])=[O:12].[OH-].[Na+]. (2) Reactant: Br[C:2]1[N:7]=[C:6]2[N:8]([CH2:13][C:14]3[CH:19]=[CH:18][CH:17]=[C:16]([O:20][CH3:21])[CH:15]=3)[C:9](=[O:12])[CH2:10][NH:11][C:5]2=[N:4][CH:3]=1.C[O:23][C:24]1[CH:25]=[C:26]([CH:29]=[CH:30][CH:31]=1)CN.C(N(C(C)C)CC)(C)C. Product: [OH:23][C:24]1[CH:25]=[CH:26][C:29]([C:2]2[N:7]=[C:6]3[N:8]([CH2:13][C:14]4[CH:19]=[CH:18][CH:17]=[C:16]([O:20][CH3:21])[CH:15]=4)[C:9](=[O:12])[CH2:10][NH:11][C:5]3=[N:4][CH:3]=2)=[CH:30][CH:31]=1. The catalyst class is: 16. (3) Reactant: Br[C:2]1[C:7]2[S:8][C:9]([NH:11][C:12]([NH:14][CH2:15][CH3:16])=[O:13])=[N:10][C:6]=2[CH:5]=[C:4](Br)[N:3]=1.[N:18]1[CH:23]=[CH:22][CH:21]=[C:20](B(O)O)[CH:19]=1.[O-]P([O-])([O-])=O.[K+].[K+].[K+].O. Product: [N:18]1[CH:23]=[CH:22][CH:21]=[C:20]([C:2]2[C:7]3[S:8][C:9]([NH:11][C:12]([NH:14][CH2:15][CH3:16])=[O:13])=[N:10][C:6]=3[CH:5]=[C:4]([C:7]3[CH:2]=[N:3][CH:4]=[CH:5][CH:6]=3)[N:3]=2)[CH:19]=1. The catalyst class is: 339. (4) Reactant: [NH2:1][C:2]1[CH:3]=[C:4]2[C:8](=[CH:9][CH:10]=1)[N:7]([CH:11]([CH3:14])[CH2:12][F:13])[C:6](=[O:15])[CH2:5]2.[CH3:16][O:17][C:18]([C@@H:20]1[O:22][CH2:21]1)=[O:19].FC(F)(F)S([O-])(=O)=O.[Li+]. Product: [CH3:16][O:17][C:18](=[O:19])[C@H:20]([OH:22])[CH2:21][NH:1][C:2]1[CH:3]=[C:4]2[C:8](=[CH:9][CH:10]=1)[N:7]([CH:11]([CH3:14])[CH2:12][F:13])[C:6](=[O:15])[CH2:5]2. The catalyst class is: 115. (5) Reactant: [OH:1][C:2]1[CH:9]=[CH:8][C:5]([CH:6]=[O:7])=[CH:4][CH:3]=1.CC([O-])(C)C.[K+].[O:16]([CH2:46][C:47]1[CH:52]=[CH:51][CH:50]=[CH:49][CH:48]=1)[P:17](O[P:17]([O:18][CH2:19][C:20]1[CH:25]=[CH:24][CH:23]=[CH:22][CH:21]=1)([O:16][CH2:46][C:47]1[CH:52]=[CH:51][CH:50]=[CH:49][CH:48]=1)=[O:26])(=[O:26])[O:18][CH2:19][C:20]1[CH:25]=[CH:24][CH:23]=[CH:22][CH:21]=1.CCCCCC. Product: [P:17]([O:1][C:2]1[CH:9]=[CH:8][C:5]([CH:6]=[O:7])=[CH:4][CH:3]=1)([O:16][CH2:46][C:47]1[CH:52]=[CH:51][CH:50]=[CH:49][CH:48]=1)([O:18][CH2:19][C:20]1[CH:25]=[CH:24][CH:23]=[CH:22][CH:21]=1)=[O:26]. The catalyst class is: 1. (6) The catalyst class is: 487. Product: [S:4]1[CH:5]=[CH:6][C:2]([N:19]([C:20]2[CH:21]=[CH:22][CH:23]=[CH:24][CH:25]=2)[C:13]2[CH:18]=[CH:17][CH:16]=[CH:15][CH:14]=2)=[CH:3]1. Reactant: Br[C:2]1[CH:6]=[CH:5][S:4][CH:3]=1.BrC1SC=CC=1.[C:13]1([NH:19][C:20]2[CH:25]=[CH:24][CH:23]=[CH:22][CH:21]=2)[CH:18]=[CH:17][CH:16]=[CH:15][CH:14]=1.CC(C)([O-])C.[Na+].C1(C(C2C=CC=CC=2)=C(P(C2CCCCC2)C2CCCCC2)C)C=CC=CC=1.[Cl-].[NH4+]. (7) Reactant: [CH3:1][N:2]1[C:6]2=[N:7][C:8]([CH2:12][CH2:13][CH2:14][CH2:15][CH2:16][CH2:17][CH2:18][CH3:19])=[CH:9][C:10]([CH3:11])=[C:5]2[CH2:4][CH2:3]1.[Br:20]N1C(C)(C)C(=O)N(Br)C1=O. Product: [Br:20][C:9]1[C:10]([CH3:11])=[C:5]2[CH2:4][CH2:3][N:2]([CH3:1])[C:6]2=[N:7][C:8]=1[CH2:12][CH2:13][CH2:14][CH2:15][CH2:16][CH2:17][CH2:18][CH3:19]. The catalyst class is: 22.